Task: Predict the product of the given reaction.. Dataset: Forward reaction prediction with 1.9M reactions from USPTO patents (1976-2016) (1) Given the reactants [C:1]1([CH2:7][CH2:8][N:9]2[CH2:14][CH2:13][C:12](=O)[CH2:11][CH2:10]2)[CH:6]=[CH:5][CH:4]=[CH:3][CH:2]=1.Cl.[NH2:17][OH:18], predict the reaction product. The product is: [C:1]1([CH2:7][CH2:8][N:9]2[CH2:14][CH2:13][C:12](=[N:17][OH:18])[CH2:11][CH2:10]2)[CH:6]=[CH:5][CH:4]=[CH:3][CH:2]=1. (2) Given the reactants [Br:1][CH2:2][CH2:3][CH2:4][C@H:5]([N:10](OC(C)(C)C)C(C(OC(C)(C)C)=O)=O)[C:6]([O:8]C)=[O:7].[ClH:25], predict the reaction product. The product is: [ClH:25].[NH2:10][C@@H:5]([CH2:4][CH2:3][CH2:2][Br:1])[C:6]([OH:8])=[O:7]. (3) Given the reactants [N:1]1[O:2][N:3]=[C:4]2[CH:9]=[C:8]([C:10]3[C:15]([O:16][CH2:17][CH:18]4[CH2:20][CH2:19]4)=[CH:14][C:13]([CH:21]([CH2:29][CH:30]([CH3:32])[CH3:31])[C:22]([O:24]CC4CC4)=[O:23])=[C:12]([F:33])[CH:11]=3)[CH:7]=[CH:6][C:5]=12, predict the reaction product. The product is: [N:1]1[O:2][N:3]=[C:4]2[CH:9]=[C:8]([C:10]3[C:15]([O:16][CH2:17][CH:18]4[CH2:20][CH2:19]4)=[CH:14][C:13]([CH:21]([CH2:29][CH:30]([CH3:31])[CH3:32])[C:22]([OH:24])=[O:23])=[C:12]([F:33])[CH:11]=3)[CH:7]=[CH:6][C:5]=12. (4) Given the reactants O.O.O.[F-].C([N+](CCCC)(CCCC)CCCC)CCC.[F:22][C:23]([Si](C)(C)C)([F:25])[F:24].[Br:30][C:31]1[CH:36]=[CH:35][C:34]([CH:37]([CH3:52])[C:38]([C:40]2[CH:51]=[CH:50][C:43]3[N:44]([CH3:49])[C:45](=[O:48])[N:46]([CH3:47])[C:42]=3[CH:41]=2)=[O:39])=[C:33]([Cl:53])[CH:32]=1.[F-].C([N+](CCCC)(CCCC)CCCC)CCC, predict the reaction product. The product is: [Br:30][C:31]1[CH:36]=[CH:35][C:34]([CH:37]([CH3:52])[C:38]([C:40]2[CH:51]=[CH:50][C:43]3[N:44]([CH3:49])[C:45](=[O:48])[N:46]([CH3:47])[C:42]=3[CH:41]=2)([OH:39])[C:23]([F:25])([F:24])[F:22])=[C:33]([Cl:53])[CH:32]=1. (5) Given the reactants Br[C:2]1[CH:3]=[CH:4][C:5]2[N:6]([C:8]([C:11]([O:13][CH2:14][CH3:15])=[O:12])=[CH:9][N:10]=2)[CH:7]=1.[C:16]([O:20][C:21]([CH3:24])([CH3:23])[CH3:22])(=[O:19])[CH:17]=[CH2:18].[B-](F)(F)(F)F.CC([PH+](C(C)(C)C)C(C)(C)C)(C)C.C1(CNCC2CCCCC2)CCCCC1, predict the reaction product. The product is: [C:21]([O:20][C:16](=[O:19])[CH:17]=[CH:18][C:2]1[CH:3]=[CH:4][C:5]2[N:6]([C:8]([C:11]([O:13][CH2:14][CH3:15])=[O:12])=[CH:9][N:10]=2)[CH:7]=1)([CH3:24])([CH3:23])[CH3:22].